From a dataset of Reaction yield outcomes from USPTO patents with 853,638 reactions. Predict the reaction yield, written as a fraction of the theoretical maximum amount of product (1.0 means a 100% yield; for example, 0.34 means a 34% yield). The reactants are [Cl:1][C:2]1[C:11]2[C:6](=[CH:7][CH:8]=[C:9]([S:12]([CH:15]3[CH2:20][CH2:19][O:18][CH2:17][CH2:16]3)(=[O:14])=[O:13])[CH:10]=2)[N:5]=[CH:4][CH:3]=1.[Li+].C[Si]([N-][Si](C)(C)C)(C)C.C1C=CC(S(N(S(C2C=CC=CC=2)(=O)=O)[F:41])(=O)=O)=CC=1. The catalyst is C1COCC1. The product is [Cl:1][C:2]1[C:11]2[C:6](=[CH:7][CH:8]=[C:9]([S:12]([C:15]3([F:41])[CH2:20][CH2:19][O:18][CH2:17][CH2:16]3)(=[O:13])=[O:14])[CH:10]=2)[N:5]=[CH:4][CH:3]=1. The yield is 0.257.